Dataset: Forward reaction prediction with 1.9M reactions from USPTO patents (1976-2016). Task: Predict the product of the given reaction. (1) Given the reactants [NH2:1][C:2]1[CH:10]=[CH:9][C:8]([O:11][C:12]([F:15])([F:14])[F:13])=[CH:7][C:3]=1[C:4]([OH:6])=[O:5].S(Cl)([Cl:19])(=O)=O, predict the reaction product. The product is: [NH2:1][C:2]1[C:10]([Cl:19])=[CH:9][C:8]([O:11][C:12]([F:13])([F:14])[F:15])=[CH:7][C:3]=1[C:4]([OH:6])=[O:5]. (2) Given the reactants Cl[C:2]1[C:7]([C:8]#[N:9])=[C:6]([NH:10][CH2:11][CH2:12][OH:13])[N:5]=[C:4]([NH:14][CH:15]2[CH2:17][CH2:16]2)[N:3]=1.[F:18][C:19]1[CH:24]=[CH:23][C:22]([CH:25]2[CH2:30][CH2:29][NH:28][CH2:27][CH2:26]2)=[CH:21][CH:20]=1.C(N(C(C)C)C(C)C)C, predict the reaction product. The product is: [CH:15]1([NH:14][C:4]2[N:3]=[C:2]([N:28]3[CH2:29][CH2:30][CH:25]([C:22]4[CH:21]=[CH:20][C:19]([F:18])=[CH:24][CH:23]=4)[CH2:26][CH2:27]3)[C:7]([C:8]#[N:9])=[C:6]([NH:10][CH2:11][CH2:12][OH:13])[N:5]=2)[CH2:17][CH2:16]1. (3) The product is: [CH3:20][O:19][C:16]1[CH:15]=[CH:14][C:13]([N:5]2[C:6]([C:8]([OH:10])=[O:9])=[CH:7][C:3]([CH2:2][O:22][CH3:21])=[N:4]2)=[CH:18][CH:17]=1. Given the reactants Br[CH2:2][C:3]1[CH:7]=[C:6]([C:8]([O:10]CC)=[O:9])[N:5]([C:13]2[CH:18]=[CH:17][C:16]([O:19][CH3:20])=[CH:15][CH:14]=2)[N:4]=1.[CH3:21][O-:22].[Na+], predict the reaction product.